From a dataset of Catalyst prediction with 721,799 reactions and 888 catalyst types from USPTO. Predict which catalyst facilitates the given reaction. Reactant: [CH:1]([C:4]1[C:8]([CH2:9][CH2:10][CH2:11][OH:12])=[CH:7][N:6]([C:13]2[CH:18]=[CH:17][C:16]([C:19]([F:22])([F:21])[F:20])=[CH:15][N:14]=2)[N:5]=1)([CH3:3])[CH3:2].O[C:24]1[CH:29]=[C:28]([O:30][CH3:31])[CH:27]=[CH:26][C:25]=1[CH2:32][C:33]([O:35]C)=[O:34].C(P(CCCC)CCCC)CCC.N(C(N1CCCCC1)=O)=NC(N1CCCCC1)=O. Product: [CH:1]([C:4]1[C:8]([CH2:9][CH2:10][CH2:11][O:12][C:26]2[CH:27]=[C:28]([O:30][CH3:31])[CH:29]=[CH:24][C:25]=2[CH2:32][C:33]([OH:35])=[O:34])=[CH:7][N:6]([C:13]2[CH:18]=[CH:17][C:16]([C:19]([F:21])([F:20])[F:22])=[CH:15][N:14]=2)[N:5]=1)([CH3:3])[CH3:2]. The catalyst class is: 7.